Dataset: Full USPTO retrosynthesis dataset with 1.9M reactions from patents (1976-2016). Task: Predict the reactants needed to synthesize the given product. Given the product [NH2:19][C:20]1[NH:1][C:2]2[C:7]3[CH2:8][C:9]([CH3:12])([CH3:11])[O:10][C:6]=3[C:5]([C:13]([O:15][CH3:16])=[O:14])=[CH:4][C:3]=2[N:17]=1, predict the reactants needed to synthesize it. The reactants are: [NH2:1][C:2]1[C:7]2[CH2:8][C:9]([CH3:12])([CH3:11])[O:10][C:6]=2[C:5]([C:13]([O:15][CH3:16])=[O:14])=[CH:4][C:3]=1[NH2:17].O.[N:19]#[C:20]Br.